Dataset: Reaction yield outcomes from USPTO patents with 853,638 reactions. Task: Predict the reaction yield, written as a fraction of the theoretical maximum amount of product (1.0 means a 100% yield; for example, 0.34 means a 34% yield). (1) The reactants are [NH2:1][C:2]1([NH2:23])[NH:11][C:10](=[O:12])[C:9]2[C:4](=[N:5][CH:6]=[C:7]([C:13]3[CH:18]=[CH:17][C:16]([O:19][CH3:20])=[C:15]([O:21][CH3:22])[CH:14]=3)[N:8]=2)[NH:3]1.[C:24](OC(=O)C)(=[O:26])[CH3:25]. The catalyst is C(O)(=O)C. The product is [C:24]([NH:23][C:2]1([NH2:1])[NH:11][C:10](=[O:12])[C:9]2[C:4](=[N:5][CH:6]=[C:7]([C:13]3[CH:18]=[CH:17][C:16]([O:19][CH3:20])=[C:15]([O:21][CH3:22])[CH:14]=3)[N:8]=2)[NH:3]1)(=[O:26])[CH3:25]. The yield is 0.770. (2) The reactants are [CH:1]1([N:6]2[C:11]3[N:12]=[C:13](S(C)(=O)=O)[N:14]=[CH:15][C:10]=3[CH:9]=[C:8]([CH2:20][CH3:21])[C:7]2=[O:22])[CH2:5][CH2:4][CH2:3][CH2:2]1.[NH2:23][C:24]1[N:29]=[CH:28][C:27]([N:30]2[CH2:35][CH2:34][CH:33]([OH:36])[CH2:32][CH2:31]2)=[CH:26][CH:25]=1. The yield is 0.0700. The product is [CH:1]1([N:6]2[C:11]3[N:12]=[C:13]([NH:23][C:24]4[N:29]=[CH:28][C:27]([N:30]5[CH2:35][CH2:34][CH:33]([OH:36])[CH2:32][CH2:31]5)=[CH:26][CH:25]=4)[N:14]=[CH:15][C:10]=3[CH:9]=[C:8]([CH2:20][CH3:21])[C:7]2=[O:22])[CH2:5][CH2:4][CH2:3][CH2:2]1. The catalyst is C(Cl)Cl.